From a dataset of Choline transporter screen with 302,306 compounds. Binary Classification. Given a drug SMILES string, predict its activity (active/inactive) in a high-throughput screening assay against a specified biological target. The molecule is s1c2ncn(CC(=O)N3CCCCC3)c(=O)c2c(c1C(=O)Nc1cc(OC)c(OC)c(OC)c1)C. The result is 0 (inactive).